Dataset: Catalyst prediction with 721,799 reactions and 888 catalyst types from USPTO. Task: Predict which catalyst facilitates the given reaction. (1) Reactant: [CH:1]1([OH:7])[CH2:6][CH2:5][CH2:4][CH:3]=[CH:2]1.[H-].[Na+].[CH:10]1[CH:15]=[CH:14][C:13]([CH2:16]Br)=[CH:12][CH:11]=1. Product: [CH:1]1([O:7][CH2:16][C:13]2[CH:14]=[CH:15][CH:10]=[CH:11][CH:12]=2)[CH2:6][CH2:5][CH2:4][CH:3]=[CH:2]1. The catalyst class is: 1. (2) Reactant: [NH2:1][C:2]1[CH:3]=[C:4]([C:8]2[CH:9]=[C:10]3[C:14](=[CH:15][CH:16]=2)[CH2:13][CH:12]([NH:17][S:18]([CH:21]([CH3:23])[CH3:22])(=[O:20])=[O:19])[CH2:11]3)[CH:5]=[CH:6][CH:7]=1.C(N(C(C)C)CC)(C)C.[CH2:33]([N:35]=[C:36]=[O:37])[CH3:34]. Product: [CH2:33]([NH:35][C:36]([NH:1][C:2]1[CH:3]=[C:4]([C:8]2[CH:9]=[C:10]3[C:14](=[CH:15][CH:16]=2)[CH2:13][CH:12]([NH:17][S:18]([CH:21]([CH3:23])[CH3:22])(=[O:20])=[O:19])[CH2:11]3)[CH:5]=[CH:6][CH:7]=1)=[O:37])[CH3:34]. The catalyst class is: 4. (3) Reactant: N[C:2]1[CH:11]=[CH:10][C:9]2[C:4](=[CH:5][CH:6]=[CH:7][C:8]=2[OH:12])[CH:3]=1.N([O-])=O.[Na+].[I-:17].[K+].N. Product: [OH:12][C:8]1[C:9]2[C:4](=[CH:3][C:2]([I:17])=[CH:11][CH:10]=2)[CH:5]=[CH:6][CH:7]=1. The catalyst class is: 33.